From a dataset of Full USPTO retrosynthesis dataset with 1.9M reactions from patents (1976-2016). Predict the reactants needed to synthesize the given product. (1) Given the product [Br:1][C:6]1[CH:7]=[CH:8][C:3]([CH2:9][CH2:10][CH2:11][CH2:12][CH2:13][CH3:14])=[CH:4][CH:5]=1, predict the reactants needed to synthesize it. The reactants are: [Br:1]Br.[C:3]1([CH2:9][CH2:10][CH2:11][CH2:12][CH2:13][CH3:14])[CH:8]=[CH:7][CH:6]=[CH:5][CH:4]=1. (2) Given the product [CH3:18][C:5]1([C:8]([O:10][CH2:11][C:12]2[CH:17]=[CH:16][CH:15]=[CH:14][CH:13]=2)=[O:9])[CH2:4][CH2:3][C:2](=[O:1])[CH2:7][O:6]1, predict the reactants needed to synthesize it. The reactants are: [OH:1][CH:2]1[CH2:7][O:6][C:5]([CH3:18])([C:8]([O:10][CH2:11][C:12]2[CH:17]=[CH:16][CH:15]=[CH:14][CH:13]=2)=[O:9])[CH2:4][CH2:3]1.C1C=C[NH+]=CC=1.[O-][Cr](Cl)(=O)=O. (3) Given the product [Cl:1][C:2]1[CH:3]=[C:4]([C:8]2[CH:9]=[C:10]([CH2:20][N:21]3[CH:25]=[N:24][C:23]([CH2:26][OH:27])=[N:22]3)[CH:11]=[N:12][C:13]=2[O:14][CH2:15][C:16]([F:18])([F:17])[F:19])[CH:5]=[CH:6][CH:7]=1, predict the reactants needed to synthesize it. The reactants are: [Cl:1][C:2]1[CH:3]=[C:4]([C:8]2[CH:9]=[C:10]([CH2:20][N:21]3[CH:25]=[N:24][C:23]([C:26](OC)=[O:27])=[N:22]3)[CH:11]=[N:12][C:13]=2[O:14][CH2:15][C:16]([F:19])([F:18])[F:17])[CH:5]=[CH:6][CH:7]=1.ClCC1C=C(C2C=CC=C(Cl)C=2)C(OCC(F)(F)F)=NC=1. (4) The reactants are: Br[C:2]1[CH:7]=[CH:6][C:5]2[C:8]3[CH2:9][N:10]([C:16]([O:18][C:19]([CH3:22])([CH3:21])[CH3:20])=[O:17])[CH2:11][CH2:12][CH2:13][C:14]=3[O:15][C:4]=2[CH:3]=1.[C:23]1([S:29]([O-:31])=[O:30])[CH:28]=[CH:27][CH:26]=[CH:25][CH:24]=1.[Na+]. Given the product [C:23]1([S:29]([C:2]2[CH:7]=[CH:6][C:5]3[C:8]4[CH2:9][N:10]([C:16]([O:18][C:19]([CH3:22])([CH3:21])[CH3:20])=[O:17])[CH2:11][CH2:12][CH2:13][C:14]=4[O:15][C:4]=3[CH:3]=2)(=[O:31])=[O:30])[CH:28]=[CH:27][CH:26]=[CH:25][CH:24]=1, predict the reactants needed to synthesize it.